Dataset: Full USPTO retrosynthesis dataset with 1.9M reactions from patents (1976-2016). Task: Predict the reactants needed to synthesize the given product. (1) Given the product [OH:61][C:54]1[C:53]([CH2:52][NH:51][C:14](=[O:16])[C:13]2[CH:12]=[CH:11][C:10]([CH:8]([O:7][C:4]3[CH:3]=[CH:2][C:1]([CH3:19])=[CH:6][CH:5]=3)[CH3:9])=[CH:18][CH:17]=2)=[C:58]([CH3:59])[CH:57]=[C:56]([CH3:60])[N:55]=1, predict the reactants needed to synthesize it. The reactants are: [C:1]1([CH3:19])[CH:6]=[CH:5][C:4]([O:7][CH:8]([C:10]2[CH:18]=[CH:17][C:13]([C:14]([OH:16])=O)=[CH:12][CH:11]=2)[CH3:9])=[CH:3][CH:2]=1.CN(C(ON1N=NC2C=CC=NC1=2)=[N+](C)C)C.F[P-](F)(F)(F)(F)F.C(N(CC)CC)C.[NH2:51][CH2:52][C:53]1[C:54]([OH:61])=[N:55][C:56]([CH3:60])=[CH:57][C:58]=1[CH3:59]. (2) Given the product [CH3:1][O:2][C:3]1[C:8]2[N:9]=[C:10]([C:19](=[O:21])[CH3:20])[S:11][C:7]=2[CH:6]=[CH:5][CH:4]=1, predict the reactants needed to synthesize it. The reactants are: [CH3:1][O:2][C:3]1[C:8]2[N:9]=[CH:10][S:11][C:7]=2[CH:6]=[CH:5][CH:4]=1.[Li]CCCC.CN(C)[C:19](=[O:21])[CH3:20]. (3) Given the product [NH:1]1[C:9]2[C:4](=[C:5]([CH2:10][NH:11][C:12]3[CH:13]=[C:14]([C:24]4[CH:25]=[N:26][CH:27]=[C:28]([C:29]5[NH:38][N:37]=[N:36][N:30]=5)[CH:31]=4)[N:15]=[C:16]([C:18]4[CH:23]=[CH:22][CH:21]=[CH:20][N:19]=4)[N:17]=3)[CH:6]=[CH:7][CH:8]=2)[CH:3]=[CH:2]1, predict the reactants needed to synthesize it. The reactants are: [NH:1]1[C:9]2[C:4](=[C:5]([CH2:10][NH:11][C:12]3[N:17]=[C:16]([C:18]4[CH:23]=[CH:22][CH:21]=[CH:20][N:19]=4)[N:15]=[C:14]([C:24]4[CH:25]=[N:26][CH:27]=[C:28]([CH:31]=4)[C:29]#[N:30])[CH:13]=3)[CH:6]=[CH:7][CH:8]=2)[CH:3]=[CH:2]1.C[Si]([N:36]=[N+:37]=[N-:38])(C)C.C([Sn](=O)CCCC)CCC. (4) Given the product [C:43]([O:42][C:40](=[O:41])[CH2:28][N:18]([C:1]([O:3][CH2:4][CH:5]1[C:17]2[C:12](=[CH:13][CH:14]=[CH:15][CH:16]=2)[C:11]2[C:6]1=[CH:7][CH:8]=[CH:9][CH:10]=2)=[O:2])[NH:19][CH3:20])([CH3:49])([CH3:48])[CH3:44], predict the reactants needed to synthesize it. The reactants are: [C:1]([NH:18][NH:19][CH3:20])([O:3][CH2:4][CH:5]1[C:17]2[C:12](=[CH:13][CH:14]=[CH:15][CH:16]=2)[C:11]2[C:6]1=[CH:7][CH:8]=[CH:9][CH:10]=2)=[O:2].C([O-])([O-])=O.[Cs+].[Cs+].N[C@H:28]([C:40]([OH:42])=[O:41])CC1C=C2C(C=CC=C2)=CC=1.[C:43]1([CH3:49])[CH:48]=CC=C[CH:44]=1. (5) Given the product [C:1]([O:5][C:6](=[O:28])[NH:7][C:8]1[C@:9]([CH3:27])([C:23]([F:26])([F:24])[F:25])[O:10][CH2:11][C@@:12]([C:15]2[C:20]([F:21])=[CH:19][CH:18]=[C:17]([NH2:22])[N:16]=2)([CH3:14])[N:13]=1)([CH3:2])([CH3:3])[CH3:4], predict the reactants needed to synthesize it. The reactants are: [C:1]([O:5][C:6](=[O:28])[NH:7][C:8]1[C@:9]([CH3:27])([C:23]([F:26])([F:25])[F:24])[O:10][CH2:11][C@:12]([C:15]2[C:20]([F:21])=[CH:19][CH:18]=[C:17]([NH2:22])[N:16]=2)([CH3:14])[N:13]=1)([CH3:4])([CH3:3])[CH3:2].ClC1C(C(O)=O)=NC=C(C#N)C=1.C1C=NC2N(O)N=NC=2C=1.CCN=C=NCCCN(C)C.Cl. (6) Given the product [Cl:29][C:15]1[C:14]([N:13]=[C:37]([C@H:34]2[CH2:35][CH2:36][C@H:31]([CH3:30])[CH2:32][CH2:33]2)[CH3:38])=[C:19]([NH:20][C:21](=[O:27])[O:22][C:23]([CH3:24])([CH3:25])[CH3:26])[CH:18]=[C:17]([Cl:28])[N:16]=1, predict the reactants needed to synthesize it. The reactants are: CC1C=CC(S(O)(=O)=O)=CC=1.O.[NH2:13][C:14]1[C:15]([Cl:29])=[N:16][C:17]([Cl:28])=[CH:18][C:19]=1[NH:20][C:21](=[O:27])[O:22][C:23]([CH3:26])([CH3:25])[CH3:24].[CH3:30][C@H:31]1[CH2:36][CH2:35][C@H:34]([C:37](=O)[CH3:38])[CH2:33][CH2:32]1. (7) Given the product [CH2:35]([N:21]([C@@H:18]1[CH2:19][CH2:20][N:16]([C:15]2[C:10]3[CH:9]=[CH:8][N:7]([CH2:6][O:5][CH2:4][CH2:3][Si:2]([CH3:31])([CH3:30])[CH3:1])[C:11]=3[N:12]=[CH:13][N:14]=2)[CH2:17]1)[C:22]1[CH:29]=[CH:28][C:25]([C:26]#[N:27])=[CH:24][N:23]=1)[CH3:36], predict the reactants needed to synthesize it. The reactants are: [CH3:1][Si:2]([CH3:31])([CH3:30])[CH2:3][CH2:4][O:5][CH2:6][N:7]1[C:11]2[N:12]=[CH:13][N:14]=[C:15]([N:16]3[CH2:20][CH2:19][C@@H:18]([NH:21][C:22]4[CH:29]=[CH:28][C:25]([C:26]#[N:27])=[CH:24][N:23]=4)[CH2:17]3)[C:10]=2[CH:9]=[CH:8]1.[H-].[Na+].Br[CH2:35][CH3:36]. (8) Given the product [F:22][C:21]([F:24])([F:23])[S:18]([O-:20])(=[O:19])=[O:17].[CH3:21][N+:8]1[CH:9]=[CH:10][N:6]([S:3](=[O:4])(=[O:5])[N:2]([CH3:1])[C:11]2[CH:12]=[CH:13][CH:14]=[CH:15][CH:16]=2)[CH:7]=1, predict the reactants needed to synthesize it. The reactants are: [CH3:1][N:2]([C:11]1[CH:16]=[CH:15][CH:14]=[CH:13][CH:12]=1)[S:3]([N:6]1[CH:10]=[CH:9][N:8]=[CH:7]1)(=[O:5])=[O:4].[O:17](C)[S:18]([C:21]([F:24])([F:23])[F:22])(=[O:20])=[O:19].